Dataset: Reaction yield outcomes from USPTO patents with 853,638 reactions. Task: Predict the reaction yield, written as a fraction of the theoretical maximum amount of product (1.0 means a 100% yield; for example, 0.34 means a 34% yield). (1) The reactants are [F:1][C:2]1[C:7]([OH:8])=[CH:6][CH:5]=[C:4]([F:9])[C:3]=1[NH:10][C:11](=O)[C:12]1[CH:17]=[C:16]([O:18][CH3:19])[CH:15]=[C:14]([C:20]2[CH:25]=[CH:24][CH:23]=[C:22]([F:26])[CH:21]=2)[CH:13]=1. The catalyst is C1COCC1. The product is [F:1][C:2]1[C:3]([NH:10][CH2:11][C:12]2[CH:17]=[C:16]([O:18][CH3:19])[CH:15]=[C:14]([C:20]3[CH:25]=[CH:24][CH:23]=[C:22]([F:26])[CH:21]=3)[CH:13]=2)=[C:4]([F:9])[CH:5]=[CH:6][C:7]=1[OH:8]. The yield is 0.950. (2) The reactants are [OH:1][C:2]1[CH:7]=[CH:6][C:5]([C:8]2[C:13]3[CH:14]=[CH:15][S:16][C:12]=3[C:11]([CH:17]=O)=[CH:10][CH:9]=2)=[CH:4][CH:3]=1.Cl.[NH2:20][OH:21].N1C=CC=CC=1. The yield is 0.850. The catalyst is CO.CCOCC. The product is [OH:1][C:2]1[CH:7]=[CH:6][C:5]([C:8]2[C:13]3[CH:14]=[CH:15][S:16][C:12]=3[C:11]([CH:17]=[N:20][OH:21])=[CH:10][CH:9]=2)=[CH:4][CH:3]=1. (3) The reactants are [O:1]=[C:2]1[C:10]2[C:5](=[CH:6][CH:7]=[CH:8][CH:9]=2)[C:4](=[O:11])[N:3]1[CH2:12][CH2:13][CH2:14][CH2:15][CH:16]=[O:17].[C:18]1([Mg]Br)[CH:23]=[CH:22][CH:21]=[CH:20][CH:19]=1.O1CCCC1.[Cl-].[NH4+]. The catalyst is O1CCCC1. The product is [OH:17][CH:16]([C:18]1[CH:23]=[CH:22][CH:21]=[CH:20][CH:19]=1)[CH2:15][CH2:14][CH2:13][CH2:12][N:3]1[C:4](=[O:11])[C:5]2[C:10](=[CH:9][CH:8]=[CH:7][CH:6]=2)[C:2]1=[O:1]. The yield is 0.341. (4) The reactants are [NH:1]1[CH2:4][CH:3]([CH:5]2[CH2:10][CH2:9][N:8]([C:11]([C:13]3[S:14][CH:15]=[CH:16][N:17]=3)=[O:12])[CH2:7][CH2:6]2)[CH2:2]1.[F:18][C:19]([F:36])([F:35])[C:20]1[CH:21]=[C:22]([C:26]2[CH:31]=[CH:30][C:29]([C:32](O)=[O:33])=[CH:28][CH:27]=2)[CH:23]=[CH:24][CH:25]=1.CCN(CC)CC.CN(C(ON1N=NC2C=CC=NC1=2)=[N+](C)C)C.F[P-](F)(F)(F)(F)F. The catalyst is C(Cl)Cl. The product is [S:14]1[CH:15]=[CH:16][N:17]=[C:13]1[C:11]([N:8]1[CH2:7][CH2:6][CH:5]([CH:3]2[CH2:2][N:1]([C:32]([C:29]3[CH:28]=[CH:27][C:26]([C:22]4[CH:23]=[CH:24][CH:25]=[C:20]([C:19]([F:18])([F:35])[F:36])[CH:21]=4)=[CH:31][CH:30]=3)=[O:33])[CH2:4]2)[CH2:10][CH2:9]1)=[O:12]. The yield is 0.420. (5) The reactants are Br[C:2]1[N:3]=[N:4][C:5](Br)=[CH:6][CH:7]=1.[C:9]([O:13][C:14]([N:16]1[CH:22]2[CH2:23][CH2:24][CH:17]1[CH2:18][NH:19][C:20](=[O:25])[CH2:21]2)=[O:15])([CH3:12])([CH3:11])[CH3:10].CC1(C)C2C(=C(P(C3C=CC=CC=3)C3C=CC=CC=3)C=CC=2)OC2C(P(C3C=CC=CC=3)C3C=CC=CC=3)=CC=CC1=2.CC([O-])(C)C.[Na+].[CH3:74][N:75]([CH3:93])[C:76]([C:78]1[N:87]([CH:88]2[CH2:92][CH2:91][CH2:90][CH2:89]2)[C:81]2[N:82]=[C:83]([NH2:86])[N:84]=[CH:85][C:80]=2[CH:79]=1)=[O:77]. The catalyst is C1(C)C=CC=CC=1.C1C=CC(/C=C/C(/C=C/C2C=CC=CC=2)=O)=CC=1.C1C=CC(/C=C/C(/C=C/C2C=CC=CC=2)=O)=CC=1.C1C=CC(/C=C/C(/C=C/C2C=CC=CC=2)=O)=CC=1.[Pd].[Pd]. The product is [C:9]([O:13][C:14]([N:16]1[CH:22]2[CH2:23][CH2:24][CH:17]1[CH2:18][N:19]([C:2]1[N:3]=[N:4][C:5]([NH:86][C:83]3[N:84]=[CH:85][C:80]4[CH:79]=[C:78]([C:76](=[O:77])[N:75]([CH3:74])[CH3:93])[N:87]([CH:88]5[CH2:92][CH2:91][CH2:90][CH2:89]5)[C:81]=4[N:82]=3)=[CH:6][CH:7]=1)[C:20](=[O:25])[CH2:21]2)=[O:15])([CH3:12])([CH3:10])[CH3:11]. The yield is 0.0800.